From a dataset of Full USPTO retrosynthesis dataset with 1.9M reactions from patents (1976-2016). Predict the reactants needed to synthesize the given product. Given the product [C:1]([C:5]1[CH:10]=[C:9]([F:11])[C:8]([NH2:12])=[CH:7][C:6]=1[OH:15])([CH3:4])([CH3:2])[CH3:3], predict the reactants needed to synthesize it. The reactants are: [C:1]([C:5]1[CH:10]=[C:9]([F:11])[C:8]([N+:12]([O-])=O)=[CH:7][C:6]=1[OH:15])([CH3:4])([CH3:3])[CH3:2].C([O-])=O.[NH4+].